From a dataset of Full USPTO retrosynthesis dataset with 1.9M reactions from patents (1976-2016). Predict the reactants needed to synthesize the given product. (1) Given the product [CH:1]([C:4]1[N:5]=[C:6]([N:9]([CH2:15][C:16]2[CH:17]=[CH:18][C:19]([CH2:20][O:21][C:22]3[CH:23]=[CH:24][C:25]([CH2:28][CH2:29][C:30]([OH:32])=[O:31])=[CH:26][CH:27]=3)=[CH:34][CH:35]=2)[CH2:10][CH2:11][CH:12]([CH3:14])[CH3:13])[S:7][CH:8]=1)([CH3:2])[CH3:3], predict the reactants needed to synthesize it. The reactants are: [CH:1]([C:4]1[N:5]=[C:6]([N:9]([CH2:15][C:16]2[CH:35]=[CH:34][C:19]([CH2:20][O:21][C:22]3[CH:27]=[CH:26][C:25]([CH2:28][CH2:29][C:30]([O:32]C)=[O:31])=[CH:24][CH:23]=3)=[CH:18][CH:17]=2)[CH2:10][CH2:11][CH:12]([CH3:14])[CH3:13])[S:7][CH:8]=1)([CH3:3])[CH3:2].O.Cl. (2) Given the product [CH2:31]([N:10]1[C:11]2[C:6](=[CH:5][C:4]([O:18][CH3:19])=[C:3]([O:20][CH3:21])[C:2]=2[F:1])[C:7](=[O:17])[C:8]([C:12]([O:14][CH2:15][CH3:16])=[O:13])=[CH:9]1)[CH3:32], predict the reactants needed to synthesize it. The reactants are: [F:1][C:2]1[C:3]([O:20][CH3:21])=[C:4]([O:18][CH3:19])[CH:5]=[C:6]2[C:11]=1[NH:10][CH:9]=[C:8]([C:12]([O:14][CH2:15][CH3:16])=[O:13])[C:7]2=[O:17].C(=O)([O-])[O-].[K+].[K+].P(OCC)(OCC)(O[CH2:31][CH3:32])=O. (3) The reactants are: [CH:1]1[CH:2]=[CH:3][C:4]2[NH:9][CH:8]=[C:7]([CH2:10][CH2:11]O)[C:5]=2[CH:6]=1.S(Cl)(C)(=O)=O.[CH3:18][N:19]1[CH2:24][CH2:23][NH:22][CH2:21][CH2:20]1.[OH-].[Na+]. Given the product [CH3:18][N:19]1[CH2:24][CH2:23][N:22]([CH2:11][CH2:10][C:7]2[C:5]3[C:4](=[CH:3][CH:2]=[CH:1][CH:6]=3)[NH:9][CH:8]=2)[CH2:21][CH2:20]1, predict the reactants needed to synthesize it. (4) Given the product [CH2:21]([O:1][C:2]1[CH:16]=[CH:15][C:5]([C:6]([C:8]2[CH:13]=[CH:12][C:11]([O:14][CH2:6][C:5]3[CH:15]=[CH:16][CH:2]=[CH:3][CH:4]=3)=[CH:10][CH:9]=2)=[O:7])=[CH:4][CH:3]=1)[C:22]1[CH:27]=[CH:26][CH:25]=[CH:24][CH:23]=1, predict the reactants needed to synthesize it. The reactants are: [OH:1][C:2]1[CH:16]=[CH:15][C:5]([C:6]([C:8]2[CH:13]=[CH:12][C:11]([OH:14])=[CH:10][CH:9]=2)=[O:7])=[CH:4][CH:3]=1.[H-].[Na+].[H][H].[CH2:21](Br)[C:22]1[CH:27]=[CH:26][CH:25]=[CH:24][CH:23]=1.